From a dataset of Full USPTO retrosynthesis dataset with 1.9M reactions from patents (1976-2016). Predict the reactants needed to synthesize the given product. (1) Given the product [CH3:1][C@@H:2]1[CH2:3][CH2:4][C@H:5]([O:8][C:9]2[C:18]([C:19]([F:22])([F:20])[F:21])=[C:17]3[C:12]([CH:13]=[CH:14][C:15]([CH2:29][N:30]4[CH2:33][CH2:43][CH:42]([C:34]([OH:35])=[O:37])[CH2:41][CH2:31]4)=[CH:16]3)=[CH:11][CH:10]=2)[CH2:6][CH2:7]1, predict the reactants needed to synthesize it. The reactants are: [CH3:1][CH:2]1[CH2:7][CH2:6][CH:5]([O:8][C:9]2[C:18]([C:19]([F:22])([F:21])[F:20])=[C:17]3[C:12]([CH:13]=[CH:14][C:15](COS(C)(=O)=O)=[CH:16]3)=[CH:11][CH:10]=2)[CH2:4][CH2:3]1.[CH3:29][N:30]([CH3:33])[CH:31]=O.[C:34](=[O:37])([O-])[O-:35].[Cs+].[Cs+].O1C[CH2:43][CH2:42][CH2:41]1.[OH-].[Li+].O. (2) Given the product [OH:75][C@@H:74]([CH3:73])[C:12]([N:9]1[CH2:8][CH2:7][CH:6]([O:5][C:4]2[CH:19]=[CH:20][C:21]([C:23]3[CH:28]=[CH:27][N:26]=[C:25]([NH:29][C:30]4[CH:35]=[CH:34][C:33]([N:36]5[CH2:37][CH2:38][O:39][CH2:40][CH2:41]5)=[CH:32][CH:31]=4)[N:24]=3)=[CH:22][C:3]=2[C:1]#[N:2])[CH2:11][CH2:10]1)=[O:13], predict the reactants needed to synthesize it. The reactants are: [C:1]([C:3]1[CH:22]=[C:21]([C:23]2[CH:28]=[CH:27][N:26]=[C:25]([NH:29][C:30]3[CH:35]=[CH:34][C:33]([N:36]4[CH2:41][CH2:40][O:39][CH2:38][CH2:37]4)=[CH:32][CH:31]=3)[N:24]=2)[CH:20]=[CH:19][C:4]=1[O:5][CH:6]1[CH2:11][CH2:10][N:9]([C:12](OC(C)(C)C)=[O:13])[CH2:8][CH2:7]1)#[N:2].CCN(CC)CC.CN(C(ON1N=NC2C=CC=CC1=2)=[N+](C)C)C.F[P-](F)(F)(F)(F)F.[C:73](O)(=O)[C@H:74](C)[OH:75]. (3) Given the product [NH2:14][CH:15]([CH2:18][CH2:19][CH2:20][C:21]1[CH:26]=[CH:25][C:24]([O:27][CH2:28][C@@H:29]2[CH2:33][O:32][C:31]([CH3:35])([CH3:34])[O:30]2)=[CH:23][CH:22]=1)[C:16]#[N:17], predict the reactants needed to synthesize it. The reactants are: C(=[N:14][CH:15]([CH2:18][CH2:19][CH2:20][C:21]1[CH:26]=[CH:25][C:24]([O:27][CH2:28][C@@H:29]2[CH2:33][O:32][C:31]([CH3:35])([CH3:34])[O:30]2)=[CH:23][CH:22]=1)[C:16]#[N:17])(C1C=CC=CC=1)C1C=CC=CC=1.Cl.C(=O)([O-])O.[Na+]. (4) Given the product [F:1][C:2]([F:33])([F:32])[C:3]1[CH:4]=[C:5]([C@H:13]2[O:18][C:17](=[O:19])[N:16]([CH2:20][C:21]3[CH:22]=[C:23]4[C:27](=[CH:28][C:29]=3[C:37]3[CH:38]=[C:39]([C:42]([CH3:46])([CH3:45])[CH2:43][OH:44])[CH:40]=[CH:41][C:36]=3[O:35][CH3:34])[CH2:26][CH2:25][CH2:24]4)[C@@H:15]([CH3:31])[CH2:14]2)[CH:6]=[C:7]([C:9]([F:12])([F:11])[F:10])[CH:8]=1, predict the reactants needed to synthesize it. The reactants are: [F:1][C:2]([F:33])([F:32])[C:3]1[CH:4]=[C:5]([C@H:13]2[O:18][C:17](=[O:19])[N:16]([CH2:20][C:21]3[CH:22]=[C:23]4[C:27](=[CH:28][C:29]=3I)[CH2:26][CH2:25][CH2:24]4)[C@@H:15]([CH3:31])[CH2:14]2)[CH:6]=[C:7]([C:9]([F:12])([F:11])[F:10])[CH:8]=1.[CH3:34][O:35][C:36]1[CH:41]=[CH:40][C:39]([C:42]([CH3:46])([CH3:45])[CH2:43][OH:44])=[CH:38][C:37]=1B1OC(C)(C)C(C)(C)O1.C([O-])([O-])=O.[K+].[K+]. (5) Given the product [NH2:12][C@@H:8]1[CH2:9][CH2:10][CH2:11][N:6]([CH2:5][C:4]2[CH:20]=[CH:21][CH:22]=[CH:23][C:3]=2[C:1]#[N:2])[CH2:7]1, predict the reactants needed to synthesize it. The reactants are: [C:1]([C:3]1[CH:23]=[CH:22][CH:21]=[CH:20][C:4]=1[CH2:5][N:6]1[CH2:11][CH2:10][CH2:9][C@@H:8]([NH:12]C(=O)OC(C)(C)C)[CH2:7]1)#[N:2].C(O)(C(F)(F)F)=O. (6) Given the product [CH3:1][O:2][C:3]1[C:8]([N+:9]([O-:11])=[O:10])=[C:7]([NH:12][C:35]([C:31]2[N:32]([CH3:34])[N:33]=[C:29]([C:25]([CH3:27])([CH3:26])[CH3:28])[C:30]=2[Cl:38])=[O:36])[CH:6]=[C:5]([C:13]2[CH:18]=[CH:17][CH:16]=[CH:15][C:14]=2[C:19]([F:22])([F:20])[F:21])[N:4]=1, predict the reactants needed to synthesize it. The reactants are: [CH3:1][O:2][C:3]1[C:8]([N+:9]([O-:11])=[O:10])=[C:7]([NH2:12])[CH:6]=[C:5]([C:13]2[CH:18]=[CH:17][CH:16]=[CH:15][C:14]=2[C:19]([F:22])([F:21])[F:20])[N:4]=1.[H-].[Na+].[C:25]([C:29]1[C:30]([Cl:38])=[C:31]([C:35](O)=[O:36])[N:32]([CH3:34])[N:33]=1)([CH3:28])([CH3:27])[CH3:26].C(Cl)(=O)C(Cl)=O. (7) Given the product [N:1]1[CH:6]=[CH:5][CH:4]=[CH:3][C:2]=1[C:7]1[O:11][C:10]([C:12]([OH:14])=[O:13])=[CH:9][CH:8]=1, predict the reactants needed to synthesize it. The reactants are: [N:1]1[CH:6]=[CH:5][CH:4]=[CH:3][C:2]=1[C:7]1[O:11][C:10]([C:12]([O:14]CC)=[O:13])=[CH:9][CH:8]=1.[OH-].[Na+]. (8) Given the product [F:18][C:19]1[CH:20]=[C:21]([C:22](=[O:23])[CH2:11][C:12]2[CH:17]=[CH:16][N:15]=[CH:14][N:13]=2)[CH:27]=[CH:28][CH:29]=1, predict the reactants needed to synthesize it. The reactants are: C[Si]([N-][Si](C)(C)C)(C)C.[Li+].[CH3:11][C:12]1[CH:17]=[CH:16][N:15]=[CH:14][N:13]=1.[F:18][C:19]1[CH:20]=[C:21]([CH:27]=[CH:28][CH:29]=1)[C:22](OCC)=[O:23]. (9) Given the product [CH3:32][C:33]1[CH:47]=[CH:46][C:36]([S:37][C:38]2[CH:39]=[C:40]([CH2:41][NH:42][C:4](=[O:6])[C:3]3[CH:7]=[CH:8][CH:9]=[N:10][C:2]=3[NH2:1])[CH:43]=[CH:44][CH:45]=2)=[CH:35][CH:34]=1, predict the reactants needed to synthesize it. The reactants are: [NH2:1][C:2]1[N:10]=[CH:9][CH:8]=[CH:7][C:3]=1[C:4]([OH:6])=O.ON1C2C=CC=CC=2N=N1.CCN=C=NCCCN(C)C.[CH3:32][C:33]1[CH:47]=[CH:46][C:36]([S:37][C:38]2[CH:39]=[C:40]([CH:43]=[CH:44][CH:45]=2)[CH2:41][NH2:42])=[CH:35][CH:34]=1.C(=O)(O)[O-].[Na+]. (10) Given the product [CH3:25][O:24][C:19]1[C:18]([NH:17][C:13]2[N:14]=[CH:15][N:16]=[C:11]([N:8]3[C:9]4[C:5](=[CH:4][CH:3]=[C:2]([C:37]#[C:36][C:34]([CH3:35])([OH:38])[CH3:33])[CH:10]=4)[CH:6]=[N:7]3)[N:12]=2)=[CH:23][CH:22]=[CH:21][N:20]=1, predict the reactants needed to synthesize it. The reactants are: I[C:2]1[CH:10]=[C:9]2[C:5]([CH:6]=[N:7][N:8]2[C:11]2[N:16]=[CH:15][N:14]=[C:13]([NH:17][C:18]3[C:19]([O:24][CH3:25])=[N:20][CH:21]=[CH:22][CH:23]=3)[N:12]=2)=[CH:4][CH:3]=1.C(N(CC)CC)C.[CH3:33][C:34]([OH:38])([C:36]#[CH:37])[CH3:35].